From a dataset of Peptide-MHC class I binding affinity with 185,985 pairs from IEDB/IMGT. Regression. Given a peptide amino acid sequence and an MHC pseudo amino acid sequence, predict their binding affinity value. This is MHC class I binding data. The binding affinity (normalized) is 0. The MHC is HLA-B45:01 with pseudo-sequence HLA-B45:01. The peptide sequence is TRLNAWVKVV.